From a dataset of Full USPTO retrosynthesis dataset with 1.9M reactions from patents (1976-2016). Predict the reactants needed to synthesize the given product. (1) Given the product [F:41][C:42]([F:46])([F:45])[CH2:43][NH:44][C:29](=[O:30])[O:20][CH2:19][C:18]([CH3:22])([CH3:21])[CH:17]([C:13]1[CH:12]=[C:11]2[C:16](=[CH:15][CH:14]=1)[N:8]([C:5]1[CH:4]=[CH:3][C:2]([F:1])=[CH:7][CH:6]=1)[N:9]=[CH:10]2)[C:23]1[CH:24]=[CH:25][CH:26]=[CH:27][CH:28]=1, predict the reactants needed to synthesize it. The reactants are: [F:1][C:2]1[CH:7]=[CH:6][C:5]([N:8]2[C:16]3[C:11](=[CH:12][C:13]([CH:17]([C:23]4[CH:28]=[CH:27][CH:26]=[CH:25][CH:24]=4)[C:18]([CH3:22])([CH3:21])[CH2:19][OH:20])=[CH:14][CH:15]=3)[CH:10]=[N:9]2)=[CH:4][CH:3]=1.[C:29](C1NC=CN=1)(C1NC=CN=1)=[O:30].[F:41][C:42]([F:46])([F:45])[CH2:43][NH2:44]. (2) Given the product [CH2:9]([O:8][C:6]([C:4]1[CH:5]=[N:1][N:2]([C:12]([CH3:21])([CH3:20])[C:13]([OH:15])=[O:14])[CH:3]=1)=[O:7])[CH3:10], predict the reactants needed to synthesize it. The reactants are: [NH:1]1[CH:5]=[C:4]([C:6]([O:8][CH2:9][CH3:10])=[O:7])[CH:3]=[N:2]1.Br[C:12]([CH3:21])([CH3:20])[C:13]([O:15]C(C)(C)C)=[O:14]. (3) The reactants are: Cl[C:2]1[C:3]2[N:4]([C:8]([CH:27]3[CH2:30][CH2:29][CH2:28]3)=[N:9][C:10]=2[C:11]2[CH:20]=[C:19]3[C:14]([CH:15]=[CH:16][C:17]([C:21]4[CH:26]=[CH:25][CH:24]=[CH:23][CH:22]=4)=[N:18]3)=[CH:13][CH:12]=2)[CH:5]=[CH:6][N:7]=1.[OH2:31].Cl. Given the product [CH:27]1([C:8]2[N:4]3[CH:5]=[CH:6][N:7]=[C:2]([OH:31])[C:3]3=[C:10]([C:11]3[CH:20]=[C:19]4[C:14]([CH:15]=[CH:16][C:17]([C:21]5[CH:22]=[CH:23][CH:24]=[CH:25][CH:26]=5)=[N:18]4)=[CH:13][CH:12]=3)[N:9]=2)[CH2:28][CH2:29][CH2:30]1, predict the reactants needed to synthesize it. (4) Given the product [F:14][CH:11]1[CH2:12][CH2:13][N:9]([C:8]2[CH:7]=[CH:6][C:5]([C:15]3[O:19][N:18]=[C:17]([C:20]4[CH:37]=[CH:36][C:23]5[CH2:24][CH2:25][NH:26][CH2:27][CH2:28][C:22]=5[CH:21]=4)[N:16]=3)=[CH:4][C:3]=2[C:1]#[N:2])[CH2:10]1, predict the reactants needed to synthesize it. The reactants are: [C:1]([C:3]1[CH:4]=[C:5]([C:15]2[O:19][N:18]=[C:17]([C:20]3[CH:37]=[CH:36][C:23]4[CH2:24][CH2:25][N:26](C(OC(C)(C)C)=O)[CH2:27][CH2:28][C:22]=4[CH:21]=3)[N:16]=2)[CH:6]=[CH:7][C:8]=1[N:9]1[CH2:13][CH2:12][CH:11]([F:14])[CH2:10]1)#[N:2].FC(F)(F)C(O)=O.